From a dataset of Forward reaction prediction with 1.9M reactions from USPTO patents (1976-2016). Predict the product of the given reaction. (1) Given the reactants [CH3:1][O:2][C:3]([CH:5]1[CH2:9][NH:8][CH:7]2[CH2:10][CH2:11][N:12]([C:13](=[O:29])[CH:14]([NH:21][C:22]([O:24][C:25]([CH3:28])([CH3:27])[CH3:26])=[O:23])[CH:15]3[CH2:20][CH2:19][CH2:18][CH2:17][CH2:16]3)[CH:6]12)=[O:4].[CH:30]1([C:33](Cl)=[O:34])[CH2:32][CH2:31]1, predict the reaction product. The product is: [CH3:1][O:2][C:3]([CH:5]1[CH2:9][N:8]([C:33]([CH:30]2[CH2:32][CH2:31]2)=[O:34])[CH:7]2[CH2:10][CH2:11][N:12]([C:13](=[O:29])[CH:14]([NH:21][C:22]([O:24][C:25]([CH3:26])([CH3:28])[CH3:27])=[O:23])[CH:15]3[CH2:20][CH2:19][CH2:18][CH2:17][CH2:16]3)[CH:6]12)=[O:4]. (2) Given the reactants [CH3:1][O:2][C:3]1[CH:10]=[C:9]([O:11][CH3:12])[CH:8]=[CH:7][C:4]=1[CH2:5][NH2:6].C(N(CC)CC)C.[C:20]([C:22]1[C:27](F)=[CH:26][CH:25]=[CH:24][N:23]=1)#[N:21], predict the reaction product. The product is: [CH3:1][O:2][C:3]1[CH:10]=[C:9]([O:11][CH3:12])[CH:8]=[CH:7][C:4]=1[CH2:5][NH:6][C:27]1[C:22]([C:20]#[N:21])=[N:23][CH:24]=[CH:25][CH:26]=1. (3) Given the reactants [Cl-].[OH:2][C@H:3]([CH3:15])[CH2:4][CH2:5][C:6]1[CH:11]=[C:10]([O:12][CH3:13])[CH:9]=[CH:8][C:7]=1[NH3+:14].[N:16](OCCC(C)C)=O.O, predict the reaction product. The product is: [CH3:13][O:12][C:10]1[CH:11]=[C:6]2[C:7](=[CH:8][CH:9]=1)[NH:14][N:16]=[C:5]2[CH2:4][C@H:3]([OH:2])[CH3:15]. (4) Given the reactants [NH2:1][C:2]1[C:11]([Cl:12])=[N:10][CH:9]=[CH:8][C:3]=1[C:4](OC)=[O:5].[H-].[H-].[H-].[H-].[Li+].[Al+3].[Cl-].[NH4+], predict the reaction product. The product is: [NH2:1][C:2]1[C:11]([Cl:12])=[N:10][CH:9]=[CH:8][C:3]=1[CH2:4][OH:5].